Dataset: Forward reaction prediction with 1.9M reactions from USPTO patents (1976-2016). Task: Predict the product of the given reaction. (1) Given the reactants CCCC[N+](CCCC)(CCCC)CCCC.[F-].[Si]([O:26][CH2:27][C:28]1[N:33]=[C:32]([CH2:34][O:35][C:36]2[C:45]3[C:40](=[CH:41][CH:42]=[CH:43][CH:44]=3)[C:39]([Cl:46])=[N:38][N:37]=2)[CH:31]=[CH:30][CH:29]=1)(C(C)(C)C)(C)C, predict the reaction product. The product is: [Cl:46][C:39]1[C:40]2[C:45](=[CH:44][CH:43]=[CH:42][CH:41]=2)[C:36]([O:35][CH2:34][C:32]2[N:33]=[C:28]([CH2:27][OH:26])[CH:29]=[CH:30][CH:31]=2)=[N:37][N:38]=1. (2) Given the reactants [Br:1][C:2]1[CH:7]=[C:6]([CH3:8])[CH:5]=[CH:4][C:3]=1C(O)(C)C.Cl[CH2:14][O:15][CH2:16][CH3:17].CCN([CH:24]([CH3:26])[CH3:25])C(C)C.[OH2:27], predict the reaction product. The product is: [Br:1][C:2]1([C:24]([O:27][CH2:14][O:15][CH2:16][CH3:17])([CH3:25])[CH3:26])[CH:7]=[C:6]([CH3:8])[CH:5]=[CH:4][CH2:3]1. (3) Given the reactants Cl[CH:2]([O:4][C:5](=[O:9])[CH:6]([CH3:8])[CH3:7])[CH3:3].[Na+].[I-:11], predict the reaction product. The product is: [I:11][CH:2]([O:4][C:5](=[O:9])[CH:6]([CH3:8])[CH3:7])[CH3:3].